Predict the reactants needed to synthesize the given product. From a dataset of Full USPTO retrosynthesis dataset with 1.9M reactions from patents (1976-2016). (1) Given the product [Cl:1][C:2]1[CH:3]=[C:4]([C:9]2[CH:13]=[C:12]([C:14]3[CH:19]=[CH:18][C:17]([O:20][CH3:21])=[CH:16][CH:15]=3)[N:11]([CH2:22][C:23]3[CH:24]=[CH:25][C:26]([C:27]([OH:29])=[O:28])=[CH:31][CH:32]=3)[N:10]=2)[CH:5]=[C:6]([Cl:8])[CH:7]=1, predict the reactants needed to synthesize it. The reactants are: [Cl:1][C:2]1[CH:3]=[C:4]([C:9]2[CH:13]=[C:12]([C:14]3[CH:19]=[CH:18][C:17]([O:20][CH3:21])=[CH:16][CH:15]=3)[N:11]([CH2:22][C:23]3[CH:32]=[CH:31][C:26]([C:27]([O:29]C)=[O:28])=[CH:25][CH:24]=3)[N:10]=2)[CH:5]=[C:6]([Cl:8])[CH:7]=1.CO.[OH-].[Na+]. (2) The reactants are: [C:1]([O:5][C:6](=[O:23])[CH2:7][N:8]([C:16]([O:18][C:19]([CH3:22])([CH3:21])[CH3:20])=[O:17])[C:9]1[CH:14]=[CH:13][CH:12]=[C:11]([CH3:15])[N:10]=1)([CH3:4])([CH3:3])[CH3:2].C1C(=O)N([Br:31])C(=O)C1. Given the product [C:1]([O:5][C:6](=[O:23])[CH2:7][N:8]([C:9]1[CH:14]=[CH:13][C:12]([Br:31])=[C:11]([CH3:15])[N:10]=1)[C:16]([O:18][C:19]([CH3:22])([CH3:21])[CH3:20])=[O:17])([CH3:3])([CH3:4])[CH3:2], predict the reactants needed to synthesize it. (3) Given the product [O:3]1[CH2:7][CH2:6][CH:5]([CH2:8][NH:9][C:10]([C:12]2[C:16]([CH2:17][OH:18])=[C:15]([CH2:19][CH2:20][CH2:21][C:22]3[CH:27]=[CH:26][CH:25]=[CH:24][C:23]=3[F:28])[O:14][N:13]=2)=[O:11])[CH2:4]1, predict the reactants needed to synthesize it. The reactants are: [BH4-].[Na+].[O:3]1[CH2:7][CH2:6][CH:5]([CH2:8][NH:9][C:10]([C:12]2[C:16]([CH:17]=[O:18])=[C:15]([CH2:19][CH2:20][CH2:21][C:22]3[CH:27]=[CH:26][CH:25]=[CH:24][C:23]=3[F:28])[O:14][N:13]=2)=[O:11])[CH2:4]1.Cl. (4) Given the product [CH3:1][O:2][C:3]([C:5]1([C:8]2[CH:9]=[CH:10][C:11]([C:45]3[CH:44]=[CH:43][C:42]([N:37]4[C:36]([NH:35][C:34]([O:33][C@@H:31]([C:27]5[CH:28]=[CH:29][CH:30]=[C:25]([C:24]([F:23])([F:50])[F:51])[CH:26]=5)[CH3:32])=[O:49])=[C:40]([CH3:41])[N:39]=[N:38]4)=[CH:47][CH:46]=3)=[CH:12][CH:13]=2)[CH2:6][CH2:7]1)=[O:4], predict the reactants needed to synthesize it. The reactants are: [CH3:1][O:2][C:3]([C:5]1([C:8]2[CH:13]=[CH:12][C:11](B3OC(C)(C)C(C)(C)O3)=[CH:10][CH:9]=2)[CH2:7][CH2:6]1)=[O:4].[F:23][C:24]([F:51])([F:50])[C:25]1[CH:26]=[C:27]([C@H:31]([O:33][C:34](=[O:49])[NH:35][C:36]2[N:37]([C:42]3[CH:47]=[CH:46][C:45](Br)=[CH:44][CH:43]=3)[N:38]=[N:39][C:40]=2[CH3:41])[CH3:32])[CH:28]=[CH:29][CH:30]=1.COC1C=CC=C(OC)C=1C1C=CC=CC=1P(C1CCCCC1)C1CCCCC1.P([O-])([O-])([O-])=O.[K+].[K+].[K+]. (5) The reactants are: [N:1]1[CH:6]=[CH:5][CH:4]=[CH:3][C:2]=1[CH:7]=O.[N:9]1[C:18]2[C:13](=[CH:14][CH:15]=[CH:16][CH:17]=2)[CH:12]=[CH:11][C:10]=1[NH:19][NH2:20]. Given the product [N:1]1[CH:6]=[CH:5][CH:4]=[CH:3][C:2]=1[CH:7]=[N:20][NH:19][C:10]1[CH:11]=[CH:12][C:13]2[C:18](=[CH:17][CH:16]=[CH:15][CH:14]=2)[N:9]=1, predict the reactants needed to synthesize it.